Dataset: HIV replication inhibition screening data with 41,000+ compounds from the AIDS Antiviral Screen. Task: Binary Classification. Given a drug SMILES string, predict its activity (active/inactive) in a high-throughput screening assay against a specified biological target. (1) The drug is O=C1CCCC(=O)N1n1c(Cc2ccccc2)n[nH]c1=O. The result is 0 (inactive). (2) The molecule is Nc1c(C(=O)O)sc2ncccc12. The result is 0 (inactive).